Dataset: Reaction yield outcomes from USPTO patents with 853,638 reactions. Task: Predict the reaction yield, written as a fraction of the theoretical maximum amount of product (1.0 means a 100% yield; for example, 0.34 means a 34% yield). (1) The reactants are CC1C=CC(S(O[CH2:12][C@@H:13]2[O:18][C:17]3[C:19]([O:23][CH2:24][CH3:25])=[CH:20][CH:21]=[CH:22][C:16]=3[O:15][CH2:14]2)(=O)=O)=CC=1.[F:26][C:27]1[CH:28]=[C:29]2[C:33](=[CH:34][CH:35]=1)[NH:32][CH:31]=[C:30]2[C@@H:36]1[CH2:40][CH2:39][C@H:38]([NH2:41])[CH2:37]1. No catalyst specified. The product is [CH2:24]([O:23][C:19]1[C:17]2[O:18][C@@H:13]([CH2:12][NH:41][C@H:38]3[CH2:39][CH2:40][C@@H:36]([C:30]4[C:29]5[C:33](=[CH:34][CH:35]=[C:27]([F:26])[CH:28]=5)[NH:32][CH:31]=4)[CH2:37]3)[CH2:14][O:15][C:16]=2[CH:22]=[CH:21][CH:20]=1)[CH3:25]. The yield is 0.640. (2) The reactants are [CH3:1][C:2]1[N:7]=[C:6]2[S:8][C:9]3[CH2:14][CH2:13][CH2:12][CH2:11][C:10]=3[C:5]2=[C:4]([C:15]2[CH:16]=[C:17]([CH3:21])[CH:18]=[CH:19][CH:20]=2)[C:3]=1[CH2:22][C:23]([O:25][CH3:26])=[O:24].[Li+].C[Si]([N-][Si](C)(C)C)(C)C.[CH2:37]1[CH2:41]OC[CH2:38]1.ICCC. The catalyst is CN(C=O)C. The product is [CH3:1][C:2]1[N:7]=[C:6]2[S:8][C:9]3[CH2:14][CH2:13][CH2:12][CH2:11][C:10]=3[C:5]2=[C:4]([C:15]2[CH:16]=[C:17]([CH3:21])[CH:18]=[CH:19][CH:20]=2)[C:3]=1[CH:22]([CH2:38][CH2:37][CH3:41])[C:23]([O:25][CH3:26])=[O:24]. The yield is 0.730.